Dataset: Catalyst prediction with 721,799 reactions and 888 catalyst types from USPTO. Task: Predict which catalyst facilitates the given reaction. (1) Reactant: C[O:2][C:3]([C:5]1[CH2:14][CH2:13][CH2:12][C:7]2([CH2:11][CH2:10][CH2:9][CH2:8]2)[CH:6]=1)=O.C1(C)C=CC=CC=1.[H-].C([Al+]CC(C)C)C(C)C.Cl. Product: [CH2:11]1[C:7]2([CH2:12][CH2:13][CH2:14][C:5]([CH2:3][OH:2])=[CH:6]2)[CH2:8][CH2:9][CH2:10]1. The catalyst class is: 54. (2) Reactant: [BH4-].[Na+].[Cl:3][C:4]1[CH:9]=[C:8]([C:10]#[C:11][CH:12]2[CH2:14][CH2:13]2)[CH:7]=[CH:6][C:5]=1[C:15](=[O:22])[CH2:16][N:17]1[CH:21]=[CH:20][N:19]=[CH:18]1. Product: [Cl:3][C:4]1[CH:9]=[C:8]([C:10]#[C:11][CH:12]2[CH2:14][CH2:13]2)[CH:7]=[CH:6][C:5]=1[CH:15]([OH:22])[CH2:16][N:17]1[CH:21]=[CH:20][N:19]=[CH:18]1. The catalyst class is: 5. (3) Reactant: [C:1]([O:5][C:6]([N:8]1[CH2:13][CH2:12][C:11](=[C:14]2[C:20]3[CH:21]=[CH:22][C:23]([Cl:25])=[CH:24][C:19]=3[C:18]([CH:26]([N:33]=[N+]=[N-])[C:27]3[N:28]([CH3:32])[CH:29]=[N:30][CH:31]=3)=[CH:17][C:16]3[CH:36]=[CH:37][CH:38]=[CH:39][C:15]2=3)[CH2:10][CH2:9]1)=[O:7])([CH3:4])([CH3:3])[CH3:2].O.O.Cl[Sn]Cl.[OH-].[Na+]. Product: [C:1]([O:5][C:6]([N:8]1[CH2:13][CH2:12][C:11](=[C:14]2[C:20]3[CH:21]=[CH:22][C:23]([Cl:25])=[CH:24][C:19]=3[C:18]([CH:26]([NH2:33])[C:27]3[N:28]([CH3:32])[CH:29]=[N:30][CH:31]=3)=[CH:17][C:16]3[CH:36]=[CH:37][CH:38]=[CH:39][C:15]2=3)[CH2:10][CH2:9]1)=[O:7])([CH3:4])([CH3:2])[CH3:3]. The catalyst class is: 5. (4) Product: [C:27]1([C:28]2[NH:29][C:11]([C:10]3[CH:15]=[CH:16][CH:17]=[CH:18][C:9]=3[NH:8][CH2:7][C:4]3[CH:5]=[CH:6][N:1]=[CH:2][CH:3]=3)=[N:13][N:14]=2)[CH:31]=[CH:32][CH:24]=[CH:25][CH:26]=1. Reactant: [N:1]1[CH:6]=[CH:5][C:4]([CH2:7][NH:8][C:9]2[CH:18]=[CH:17][CH:16]=[CH:15][C:10]=2[C:11]([NH:13][NH2:14])=O)=[CH:3][CH:2]=1.Cl.CS([C:24]1[CH:32]=[CH:31][C:27]([C:28](N)=[NH:29])=[CH:26][CH:25]=1)(=O)=O.C(N(CC)CC)C.O. The catalyst class is: 17. (5) Reactant: [C:1]([C:3]1[CH:4]=[C:5]([C:9]2[CH2:14][CH2:13][N:12]([C:15]([O:17][C:18]([CH3:21])([CH3:20])[CH3:19])=[O:16])[CH2:11][CH:10]=2)[CH:6]=[CH:7][CH:8]=1)#[N:2]. The catalyst class is: 14. Product: [NH2:2][CH2:1][C:3]1[CH:4]=[C:5]([CH:9]2[CH2:14][CH2:13][N:12]([C:15]([O:17][C:18]([CH3:21])([CH3:20])[CH3:19])=[O:16])[CH2:11][CH2:10]2)[CH:6]=[CH:7][CH:8]=1. (6) Reactant: C1(P(C2C=CC=CC=2)C2C=CC=CC=2)C=CC=CC=1.N(C(OC(C)C)=O)=NC(OC(C)C)=O.[Cl:34][C:35]1[CH:40]=[CH:39][C:38]([CH2:41][C:42]2[C:51]3[C:46](=[CH:47][CH:48]=[CH:49][CH:50]=3)[C:45](=[O:52])[NH:44][N:43]=2)=[CH:37][CH:36]=1.[C:53]([O:57][C:58]([N:60]1[CH2:66][CH2:65][CH2:64][C@@H:61]1[CH2:62]O)=[O:59])([CH3:56])([CH3:55])[CH3:54]. Product: [Cl:34][C:35]1[CH:36]=[CH:37][C:38]([CH2:41][C:42]2[C:51]3[C:46](=[CH:47][CH:48]=[CH:49][CH:50]=3)[C:45](=[O:52])[N:44]([CH2:62][C@H:61]3[CH2:64][CH2:65][CH2:66][N:60]3[C:58]([O:57][C:53]([CH3:54])([CH3:56])[CH3:55])=[O:59])[N:43]=2)=[CH:39][CH:40]=1. The catalyst class is: 36.